This data is from Reaction yield outcomes from USPTO patents with 853,638 reactions. The task is: Predict the reaction yield, written as a fraction of the theoretical maximum amount of product (1.0 means a 100% yield; for example, 0.34 means a 34% yield). (1) The reactants are [NH:1]1[C:9]2[C:4](=[CH:5][C:6]([CH2:10][CH2:11][C:12](OC)=[O:13])=[CH:7][CH:8]=2)[CH:3]=[CH:2]1.[BH4-].[Li+]. The catalyst is C1COCC1.C(O)C. The product is [NH:1]1[C:9]2[C:4](=[CH:5][C:6]([CH2:10][CH2:11][CH2:12][OH:13])=[CH:7][CH:8]=2)[CH:3]=[CH:2]1. The yield is 0.890. (2) The reactants are [CH:1]12[CH2:9][CH:5]([CH:6]=[CH:7][CH2:8]1)[CH2:4][N:3]([C:10]([O:12][CH2:13][CH3:14])=[O:11])[CH2:2]2.B.C1C[O:19]CC1.[OH-].[Na+].OO. The catalyst is C1COCC1.O. The product is [OH:19][CH:6]1[CH2:7][CH2:8][CH:1]2[CH2:9][CH:5]1[CH2:4][N:3]([C:10]([O:12][CH2:13][CH3:14])=[O:11])[CH2:2]2. The yield is 0.800. (3) The reactants are P(C(C)(C)C)(C(C)(C)C)C(C)(C)C.CCCCCC.O(C(C)(C)C)[Na].[CH3:26][O:27][C:28]1[CH:29]=[CH:30][C:31]2[CH2:32][C@H:33]3[NH:44][CH2:43][CH2:42][C@@:39]4([C:40]=2[CH:41]=1)[C@H:34]3[CH2:35][CH2:36][CH2:37][CH2:38]4.[N+:45]([C:48]1[CH:53]=[CH:52][C:51](Br)=[CH:50][CH:49]=1)([O-:47])=[O:46]. The catalyst is C1(C)C=CC=CC=1.C(Cl)Cl.CC([O-])=O.CC([O-])=O.[Pd+2]. The product is [CH3:26][O:27][C:28]1[CH:29]=[CH:30][C:31]2[CH2:32][C@H:33]3[N:44]([C:51]4[CH:52]=[CH:53][C:48]([N+:45]([O-:47])=[O:46])=[CH:49][CH:50]=4)[CH2:43][CH2:42][C@@:39]4([C:40]=2[CH:41]=1)[C@H:34]3[CH2:35][CH2:36][CH2:37][CH2:38]4. The yield is 0.300. (4) The reactants are [C:1]([Si:5]([C:34]1[CH:39]=[CH:38][CH:37]=[CH:36][CH:35]=1)([C:28]1[CH:33]=[CH:32][CH:31]=[CH:30][CH:29]=1)[O:6][CH2:7][CH2:8][CH2:9][CH2:10][CH2:11][CH2:12][CH2:13][CH2:14][CH2:15][CH2:16][CH2:17][CH2:18][S:19]([C:22]1[CH:27]=[CH:26][CH:25]=[CH:24][CH:23]=1)(=[O:21])=[O:20])([CH3:4])([CH3:3])[CH3:2].[Li][CH2:41][CH2:42][CH2:43][CH3:44]. The catalyst is C1COCC1. The product is [C:1]([Si:5]([C:34]1[CH:35]=[CH:36][CH:37]=[CH:38][CH:39]=1)([C:28]1[CH:29]=[CH:30][CH:31]=[CH:32][CH:33]=1)[O:6][CH2:7][CH2:8][CH2:9][CH2:10][CH2:11][CH2:12][CH2:13][CH2:14][CH2:15][CH2:16][CH2:17][CH:18]([S:19]([C:22]1[CH:27]=[CH:26][CH:25]=[CH:24][CH:23]=1)(=[O:21])=[O:20])[CH2:44][CH2:43][CH2:42][CH2:41]/[CH:41]=[CH:42]\[CH2:43]/[CH:44]=[CH:7]\[CH2:8]/[CH:9]=[CH:10]\[CH2:11]/[CH:12]=[CH:13]\[CH2:14][CH2:15][CH2:16][CH2:17][CH3:18])([CH3:4])([CH3:2])[CH3:3]. The yield is 0.850. (5) The reactants are [Cl:1][C:2]1[CH:7]=[C:6]([O:8][C:9]2[CH:14]=[CH:13][C:12]([Cl:15])=[CH:11][CH:10]=2)[CH:5]=[CH:4][C:3]=1/[CH:16]=[CH:17]/[O:18]C. The catalyst is C(Cl)Cl.C(O)(C(F)(F)F)=O. The product is [Cl:1][C:2]1[CH:7]=[C:6]([O:8][C:9]2[CH:14]=[CH:13][C:12]([Cl:15])=[CH:11][CH:10]=2)[CH:5]=[CH:4][C:3]=1[CH2:16][CH:17]=[O:18]. The yield is 0.330.